This data is from Reaction yield outcomes from USPTO patents with 853,638 reactions. The task is: Predict the reaction yield, written as a fraction of the theoretical maximum amount of product (1.0 means a 100% yield; for example, 0.34 means a 34% yield). (1) The reactants are C(N(CC)CC)C.[C:8]1([N:14]2[CH2:19][CH2:18][NH:17][CH2:16][CH2:15]2)[CH:13]=[CH:12][CH:11]=[CH:10][CH:9]=1.[CH3:20][O:21][C:22]1[CH:23]=[C:24]([C:30]2[O:31][C:32]3[CH:40]=[CH:39][C:38]([CH2:41][C:42](O)=[O:43])=[CH:37][C:33]=3[C:34]=2[S:35][CH3:36])[CH:25]=[CH:26][C:27]=1[O:28][CH3:29]. The catalyst is ClCCl. The product is [CH3:20][O:21][C:22]1[CH:23]=[C:24]([C:30]2[O:31][C:32]3[CH:40]=[CH:39][C:38]([CH2:41][C:42]([N:17]4[CH2:18][CH2:19][N:14]([C:8]5[CH:13]=[CH:12][CH:11]=[CH:10][CH:9]=5)[CH2:15][CH2:16]4)=[O:43])=[CH:37][C:33]=3[C:34]=2[S:35][CH3:36])[CH:25]=[CH:26][C:27]=1[O:28][CH3:29]. The yield is 0.957. (2) The reactants are [O:1]1[C:5]2([CH2:10][CH2:9][CH:8]([NH:11][C:12]3[NH:16][N:15]=[CH:14][CH:13]=3)[CH2:7][CH2:6]2)[O:4][CH2:3][CH2:2]1.N12CCCN=C1CCCCC2.[C:28]([C:30]1[CH:35]=[CH:34][CH:33]=[CH:32][C:31]=1[C:36]1[CH:41]=[CH:40][C:39]([CH:42]([CH:44]([C:50](=O)[CH2:51][CH2:52][CH3:53])[C:45](OCC)=[O:46])[CH3:43])=[CH:38][CH:37]=1)#[N:29].C(OCC)(=O)C. The catalyst is CCN(C1C=CC=CC=1)CC.O. The product is [O:4]1[C:5]2([CH2:6][CH2:7][CH:8]([N:11]3[C:45](=[O:46])[C:44]([CH:42]([C:39]4[CH:40]=[CH:41][C:36]([C:31]5[C:30]([C:28]#[N:29])=[CH:35][CH:34]=[CH:33][CH:32]=5)=[CH:37][CH:38]=4)[CH3:43])=[C:50]([CH2:51][CH2:52][CH3:53])[N:16]4[N:15]=[CH:14][CH:13]=[C:12]34)[CH2:9][CH2:10]2)[O:1][CH2:2][CH2:3]1. The yield is 0.740. (3) The reactants are [C:1]([C:4]1[O:8][C:7]([C:9]2[CH:18]=[CH:17][C:12]([C:13]([O:15]C)=[O:14])=[CH:11][CH:10]=2)=[CH:6][CH:5]=1)(=[O:3])[CH3:2].[OH-].[Na+].Cl. The catalyst is C(O)C. The product is [C:1]([C:4]1[O:8][C:7]([C:9]2[CH:18]=[CH:17][C:12]([C:13]([OH:15])=[O:14])=[CH:11][CH:10]=2)=[CH:6][CH:5]=1)(=[O:3])[CH3:2]. The yield is 0.910. (4) The reactants are [O:1]1[C:5]2[CH:6]=[CH:7][C:8]([C:10]3[S:11][CH:12]=[C:13]([C:15]([OH:17])=O)[N:14]=3)=[CH:9][C:4]=2[CH2:3][CH2:2]1.Br.[NH2:19][C:20]1[NH:24][C:23]2[CH:25]=[CH:26][C:27]([C:29]([C:31]3[CH:36]=[CH:35][CH:34]=[CH:33][CH:32]=3)=[O:30])=[CH:28][C:22]=2[N:21]=1.F[P-](F)(F)(F)(F)F.N1(OC(N(C)C)=[N+](C)C)C2C=CC=CC=2N=N1.C(N(CC)C(C)C)(C)C. The catalyst is CN(C)C=O.CN(C)C1C=CN=CC=1. The product is [C:29]([C:27]1[CH:26]=[CH:25][C:23]2[NH:24][C:20]([NH:19][C:15]([C:13]3[N:14]=[C:10]([C:8]4[CH:7]=[CH:6][C:5]5[O:1][CH2:2][CH2:3][C:4]=5[CH:9]=4)[S:11][CH:12]=3)=[O:17])=[N:21][C:22]=2[CH:28]=1)(=[O:30])[C:31]1[CH:32]=[CH:33][CH:34]=[CH:35][CH:36]=1. The yield is 0.610. (5) The reactants are [F:8][C:7]([F:10])([F:9])[C:6](O[C:6](=[O:11])[C:7]([F:10])([F:9])[F:8])=[O:11].[C:14]1([N:20]2[CH2:25][CH2:24][NH:23][CH2:22][CH2:21]2)[CH:19]=[CH:18][CH:17]=[CH:16][CH:15]=1.C(N(CC)CC)C. The catalyst is C(Cl)Cl. The product is [F:10][C:7]([F:8])([F:9])[C:6]([N:23]1[CH2:24][CH2:25][N:20]([C:14]2[CH:19]=[CH:18][CH:17]=[CH:16][CH:15]=2)[CH2:21][CH2:22]1)=[O:11]. The yield is 0.620. (6) The reactants are [Si]([O:8][CH2:9][C@@H:10]([N:13]([CH2:21][C:22]([N:24]([O:26][CH3:27])[CH3:25])=[O:23])[C:14](=[O:20])[O:15][C:16]([CH3:19])([CH3:18])[CH3:17])[CH:11]=[CH2:12])(C(C)(C)C)(C)C.CCCC[N+](CCCC)(CCCC)CCCC.[F-]. The catalyst is C1COCC1. The product is [OH:8][CH2:9][C@@H:10]([N:13]([CH2:21][C:22]([N:24]([O:26][CH3:27])[CH3:25])=[O:23])[C:14](=[O:20])[O:15][C:16]([CH3:17])([CH3:18])[CH3:19])[CH:11]=[CH2:12]. The yield is 0.770.